From a dataset of Catalyst prediction with 721,799 reactions and 888 catalyst types from USPTO. Predict which catalyst facilitates the given reaction. (1) Reactant: C([O:9][CH:10]1[CH2:18][CH:13]2[O:14][C:15](=[O:17])[CH2:16][CH:12]2[CH:11]1[CH2:19][CH2:20][CH:21]([F:34])[CH2:22][O:23][C:24]1[CH:29]=[CH:28][CH:27]=[C:26]([C:30]([F:33])([F:32])[F:31])[CH:25]=1)(=O)C1C=CC=CC=1.C([O-])([O-])=O.[K+].[K+].C(O)(=O)CC(CC(O)=O)(C(O)=O)O. Product: [F:34][CH:21]([CH2:22][O:23][C:24]1[CH:29]=[CH:28][CH:27]=[C:26]([C:30]([F:33])([F:31])[F:32])[CH:25]=1)[CH2:20][CH2:19][CH:11]1[CH:12]2[CH:13]([O:14][C:15](=[O:17])[CH2:16]2)[CH2:18][CH:10]1[OH:9]. The catalyst class is: 5. (2) Reactant: [Si]([O:8][C:9]([CH3:40])([CH3:39])[CH2:10][N:11]1[CH:15]=[C:14]([C:16]2[CH:37]=[CH:36][C:19]3[C:20]4[N:21]([CH:25]=[C:26]([C:28]5[N:32]([CH:33]([CH3:35])[CH3:34])[N:31]=[CH:30][N:29]=5)[N:27]=4)[CH2:22][CH2:23][O:24][C:18]=3[CH:17]=2)[N:13]=[C:12]1[CH3:38])(C(C)(C)C)(C)C.[F-].C([N+](CCCC)(CCCC)CCCC)CCC. Product: [CH:33]([N:32]1[C:28]([C:26]2[N:27]=[C:20]3[C:19]4[CH:36]=[CH:37][C:16]([C:14]5[N:13]=[C:12]([CH3:38])[N:11]([CH2:10][C:9]([CH3:40])([OH:8])[CH3:39])[CH:15]=5)=[CH:17][C:18]=4[O:24][CH2:23][CH2:22][N:21]3[CH:25]=2)=[N:29][CH:30]=[N:31]1)([CH3:35])[CH3:34]. The catalyst class is: 1.